Dataset: Full USPTO retrosynthesis dataset with 1.9M reactions from patents (1976-2016). Task: Predict the reactants needed to synthesize the given product. (1) The reactants are: [Cl:1][C:2]1[CH:3]=[C:4]([N:8]2[C:12]([CH2:13][NH2:14])=[CH:11][C:10]([C:15]([F:18])([F:17])[F:16])=[N:9]2)[CH:5]=[CH:6][CH:7]=1.[F:19][C:20]1[CH:25]=[CH:24][C:23]([NH:26][C:27]([C:29]2[N:34]=[CH:33][C:32]([CH:35]([CH3:39])[C:36](O)=[O:37])=[CH:31][N:30]=2)=[O:28])=[CH:22][CH:21]=1.F[B-](F)(F)F.N1(OC(N(C)C)=[N+](C)C)C2C=CC=CC=2N=N1.C(N(C(C)C)C(C)C)C. Given the product [Cl:1][C:2]1[CH:3]=[C:4]([N:8]2[C:12]([CH2:13][NH:14][C:36](=[O:37])[CH:35]([C:32]3[CH:31]=[N:30][C:29]([C:27]([NH:26][C:23]4[CH:22]=[CH:21][C:20]([F:19])=[CH:25][CH:24]=4)=[O:28])=[N:34][CH:33]=3)[CH3:39])=[CH:11][C:10]([C:15]([F:16])([F:17])[F:18])=[N:9]2)[CH:5]=[CH:6][CH:7]=1, predict the reactants needed to synthesize it. (2) Given the product [C:14]1([C:17]2[CH:18]=[CH:19][CH:20]=[CH:21][CH:22]=2)[CH:13]=[CH:12][C:11]([CH2:10][C@@H:3]([NH:2][C:28]([O:27][C:23]([CH3:26])([CH3:25])[CH3:24])=[O:29])[CH2:4][C@@H:5]([CH3:9])[C:6]([OH:8])=[O:7])=[CH:16][CH:15]=1, predict the reactants needed to synthesize it. The reactants are: Cl.[NH2:2][C@H:3]([CH2:10][C:11]1[CH:16]=[CH:15][C:14]([C:17]2[CH:22]=[CH:21][CH:20]=[CH:19][CH:18]=2)=[CH:13][CH:12]=1)[CH2:4][C@@H:5]([CH3:9])[C:6]([OH:8])=[O:7].[C:23]([O:27][C:28](O[C:28]([O:27][C:23]([CH3:26])([CH3:25])[CH3:24])=[O:29])=[O:29])([CH3:26])([CH3:25])[CH3:24].C(=O)([O-])[O-].[K+].[K+].P(=O)(O)(O)O. (3) Given the product [Cl:29][C:25]1[C:26]([CH3:28])=[CH:27][C:22]([S:19]([N:10]([CH2:11][C:12]2[CH:17]=[CH:16][CH:15]=[C:14]([I:18])[CH:13]=2)[C:9]2[CH:8]=[C:7]([C:31]3[CH:32]=[CH:33][CH:34]=[CH:35][CH:36]=3)[S:6][C:5]=2[C:3]([OH:4])=[O:2])(=[O:20])=[O:21])=[C:23]([CH3:30])[CH:24]=1, predict the reactants needed to synthesize it. The reactants are: C[O:2][C:3]([C:5]1[S:6][C:7]([C:31]2[CH:36]=[CH:35][CH:34]=[CH:33][CH:32]=2)=[CH:8][C:9]=1[N:10]([S:19]([C:22]1[CH:27]=[C:26]([CH3:28])[C:25]([Cl:29])=[CH:24][C:23]=1[CH3:30])(=[O:21])=[O:20])[CH2:11][C:12]1[CH:17]=[CH:16][CH:15]=[C:14]([I:18])[CH:13]=1)=[O:4].O[Li].O. (4) Given the product [C:5]([O:4][C:1]1[CH:19]=[CH:20][CH:21]=[C:22]([CH2:23][CH2:24][CH2:25][CH2:26][CH2:27][CH2:28][CH2:29][CH:30]=[CH:31][CH2:32][CH:33]=[CH:34][CH2:35][CH:36]=[CH2:37])[CH:2]=1)(=[O:7])[CH3:6], predict the reactants needed to synthesize it. The reactants are: [C:1]([O:4][C:5](=[O:7])[CH3:6])(=O)[CH3:2].C1(C)C=CC(S(O)(=O)=O)=CC=1.[CH2:19]=[CH:20][CH2:21]/[CH:22]=[CH:23]\[CH2:24]/[CH:25]=[CH:26]\[CH2:27][CH2:28][CH2:29][CH2:30][CH2:31][CH2:32][CH2:33][C:34]1C=C(O)[CH:37]=[CH:36][CH:35]=1. (5) The reactants are: [CH3:1][S:2]([N:5]1[CH2:10][CH:9]=[C:8]([C:11]2[CH:12]=[C:13]3[CH2:19][C@@:18]([CH3:26])([CH:20]4[CH2:25][CH2:24][NH:23][CH2:22][CH2:21]4)[O:17][C:14]3=[CH:15][N:16]=2)[CH2:7][CH2:6]1)(=[O:4])=[O:3].Br[C:28]1[N:33]=[CH:32][C:31]([CH3:34])=[CH:30][N:29]=1.C(=O)([O-])[O-].[K+].[K+]. Given the product [CH3:1][S:2]([N:5]1[CH2:6][CH:7]=[C:8]([C:11]2[CH:12]=[C:13]3[CH2:19][C@@:18]([CH3:26])([CH:20]4[CH2:25][CH2:24][N:23]([C:28]5[N:33]=[CH:32][C:31]([CH3:34])=[CH:30][N:29]=5)[CH2:22][CH2:21]4)[O:17][C:14]3=[CH:15][N:16]=2)[CH2:9][CH2:10]1)(=[O:3])=[O:4], predict the reactants needed to synthesize it.